This data is from Catalyst prediction with 721,799 reactions and 888 catalyst types from USPTO. The task is: Predict which catalyst facilitates the given reaction. (1) Product: [N:8]1([C:4](=[NH:5])[NH:2][NH2:3])[CH2:13][CH2:12][O:11][CH2:10][CH2:9]1. Reactant: I.[NH:2]([C:4](SC)=[NH:5])[NH2:3].[NH:8]1[CH2:13][CH2:12][O:11][CH2:10][CH2:9]1. The catalyst class is: 5. (2) Reactant: [CH3:1][O:2][C:3]1[CH:4]=[C:5]2[C:10](=[CH:11][C:12]=1[O:13][CH3:14])[N:9]=[CH:8][N:7]=[C:6]2[O:15][C:16]1[CH:22]=[CH:21][C:19]([NH2:20])=[C:18]([N+:23]([O-:25])=[O:24])[CH:17]=1.C(N(CC)CC)C.ClC(Cl)(O[C:37](=[O:43])OC(Cl)(Cl)Cl)Cl.[CH:45]([N:48]([CH:52]([CH3:54])[CH3:53])[CH2:49][CH2:50][NH2:51])([CH3:47])[CH3:46]. Product: [CH:45]([N:48]([CH:52]([CH3:54])[CH3:53])[CH2:49][CH2:50][NH:51][C:37]([NH:20][C:19]1[CH:21]=[CH:22][C:16]([O:15][C:6]2[C:5]3[C:10](=[CH:11][C:12]([O:13][CH3:14])=[C:3]([O:2][CH3:1])[CH:4]=3)[N:9]=[CH:8][N:7]=2)=[CH:17][C:18]=1[N+:23]([O-:25])=[O:24])=[O:43])([CH3:47])[CH3:46]. The catalyst class is: 146.